This data is from Forward reaction prediction with 1.9M reactions from USPTO patents (1976-2016). The task is: Predict the product of the given reaction. (1) Given the reactants [CH2:1]([N:6]1[C:14]2[C:9](=[CH:10][CH:11]=[CH:12][CH:13]=2)[C:8]2([C:18]3[CH:19]=[N:20][CH:21]=[CH:22][C:17]=3[O:16][CH2:15]2)[C:7]1=[O:23])[CH2:2][CH2:3][CH2:4][CH3:5].ClC1C=C(C=CC=1)C(OO)=[O:29].C(=O)(O)[O-].[Na+], predict the reaction product. The product is: [CH2:1]([N:6]1[C:14]2[C:9](=[CH:10][CH:11]=[CH:12][CH:13]=2)[C:8]2([C:18]3[CH:19]=[N+:20]([O-:29])[CH:21]=[CH:22][C:17]=3[O:16][CH2:15]2)[C:7]1=[O:23])[CH2:2][CH2:3][CH2:4][CH3:5]. (2) The product is: [CH:8]1([C:13]([N:15]2[CH2:20][CH:19]([C:21]3[CH:22]=[CH:23][C:24]([CH2:27][CH3:28])=[CH:25][CH:26]=3)[CH2:18][CH:17]([NH:29][C:32](=[O:33])[N:31]([CH3:30])[C:35]3[CH:40]=[CH:39][CH:38]=[CH:37][CH:36]=3)[CH2:16]2)=[O:14])[CH2:9][CH2:10][CH2:11][CH2:12]1. Given the reactants FC(F)(F)C(O)=O.[CH:8]1([C:13]([N:15]2[CH2:20][CH:19]([C:21]3[CH:26]=[CH:25][C:24]([CH2:27][CH3:28])=[CH:23][CH:22]=3)[CH2:18][CH:17]([NH2:29])[CH2:16]2)=[O:14])[CH2:12][CH2:11][CH2:10][CH2:9]1.[CH3:30][N:31]([C:35]1[CH:40]=[CH:39][CH:38]=[CH:37][CH:36]=1)[C:32](Cl)=[O:33], predict the reaction product. (3) The product is: [CH2:24]([O:23][CH2:22][CH2:21][CH2:20][CH2:19][C:18]1[O:16][C:14]2[C:15]3[CH:7]([CH2:6][CH2:5][NH:4][C:1](=[O:3])[CH3:2])[CH2:8][CH2:9][C:10]=3[CH:11]=[CH:12][C:13]=2[N:17]=1)[C:25]1[CH:26]=[CH:27][CH:28]=[CH:29][CH:30]=1. Given the reactants [C:1]([NH:4][CH2:5][CH2:6][CH:7]1[C:15]2[C:10](=[CH:11][CH:12]=[C:13]([NH:17][C:18](=O)[CH2:19][CH2:20][CH2:21][CH2:22][O:23][CH2:24][C:25]3[CH:30]=[CH:29][CH:28]=[CH:27][CH:26]=3)[C:14]=2[OH:16])[CH2:9][CH2:8]1)(=[O:3])[CH3:2].C1(C)C=CC(S([O-])(=O)=O)=CC=1.[NH+]1C=CC=CC=1, predict the reaction product. (4) Given the reactants [N:1]1[C:6]2[S:7][CH:8]=[CH:9][C:5]=2[C:4](=[O:10])[NH:3][CH:2]=1.[Br:11]Br.C([O-])(O)=O.[Na+], predict the reaction product. The product is: [Br:11][C:8]1[S:7][C:6]2[N:1]=[CH:2][NH:3][C:4](=[O:10])[C:5]=2[CH:9]=1. (5) Given the reactants [CH3:1][N:2]1[CH2:7][CH2:6][NH:5][CH2:4][CH2:3]1.[CH:8]1([NH:11][C:12]([C:14]2[CH:15]=[C:16]([F:38])[C:17]([CH3:37])=[C:18]([C:20]3[CH:25]=[CH:24][C:23]([C:26]([OH:28])=O)=[CH:22][C:21]=3[C:29]([NH:31][C:32]3[S:33][CH:34]=[CH:35][N:36]=3)=[O:30])[CH:19]=2)=[O:13])[CH2:10][CH2:9]1.Cl.CN(C)CCCN=C=NCC, predict the reaction product. The product is: [CH:8]1([NH:11][C:12]([C:14]2[CH:19]=[C:18]([C:20]3[C:21]([C:29]([NH:31][C:32]4[S:33][CH:34]=[CH:35][N:36]=4)=[O:30])=[CH:22][C:23]([C:26]([N:5]4[CH2:6][CH2:7][N:2]([CH3:1])[CH2:3][CH2:4]4)=[O:28])=[CH:24][CH:25]=3)[C:17]([CH3:37])=[C:16]([F:38])[CH:15]=2)=[O:13])[CH2:10][CH2:9]1. (6) Given the reactants [C:1]([NH:4][C:5]1[CH:6]=[C:7]([NH:15][C:16]2[C:21]([N+:22]([O-])=O)=[CH:20][CH:19]=[CH:18][N:17]=2)[CH:8]=[C:9]([C:11]([O:13][CH3:14])=[O:12])[CH:10]=1)(=[O:3])[CH3:2], predict the reaction product. The product is: [C:1]([NH:4][C:5]1[CH:6]=[C:7]([NH:15][C:16]2[C:21]([NH2:22])=[CH:20][CH:19]=[CH:18][N:17]=2)[CH:8]=[C:9]([C:11]([O:13][CH3:14])=[O:12])[CH:10]=1)(=[O:3])[CH3:2]. (7) Given the reactants [Cl:1][C:2]1[CH:3]=[CH:4][C:5]2[C:10](=O)[O:9]C(=O)N[C:6]=2[C:13]=1[F:14].Cl.[N:16]1[CH:21]=[CH:20][CH:19]=[C:18]([C:22](=[NH:24])[NH2:23])[CH:17]=1.Cl, predict the reaction product. The product is: [Cl:1][C:2]1[C:13]([F:14])=[C:6]2[C:5]([C:10]([OH:9])=[N:24][C:22]([C:18]3[CH:17]=[N:16][CH:21]=[CH:20][CH:19]=3)=[N:23]2)=[CH:4][CH:3]=1.